This data is from Full USPTO retrosynthesis dataset with 1.9M reactions from patents (1976-2016). The task is: Predict the reactants needed to synthesize the given product. (1) The reactants are: [CH2:1]([O:3][C:4](=[O:13])[C:5]1[CH:10]=[C:9]([Cl:11])[C:8](Cl)=[N:7][CH:6]=1)[CH3:2].[NH:14]([C:21]([N:23]1[CH2:28][CH2:27][NH:26][CH:25]([CH2:29][CH2:30][C:31]([O:33][C:34]([CH3:37])([CH3:36])[CH3:35])=[O:32])[CH2:24]1)=[O:22])[C:15]1[CH:20]=[CH:19][CH:18]=[CH:17][CH:16]=1.C(N(CC)CC)C. Given the product [NH:14]([C:21]([N:23]1[CH2:28][CH2:27][N:26]([C:8]2[C:9]([Cl:11])=[CH:10][C:5]([C:4]([O:3][CH2:1][CH3:2])=[O:13])=[CH:6][N:7]=2)[CH:25]([CH2:29][CH2:30][C:31]([O:33][C:34]([CH3:37])([CH3:36])[CH3:35])=[O:32])[CH2:24]1)=[O:22])[C:15]1[CH:20]=[CH:19][CH:18]=[CH:17][CH:16]=1, predict the reactants needed to synthesize it. (2) Given the product [C:1]([C:3]1[CH:4]=[C:5]([CH2:9][C:10]2[N:11]=[C:12]3[S:19][C:18]([CH3:20])=[C:17]([CH:21]4[CH2:23][CH:22]4[C:24]([NH2:36])=[O:25])[N:13]3[C:14](=[O:16])[CH:15]=2)[CH:6]=[CH:7][CH:8]=1)#[N:2], predict the reactants needed to synthesize it. The reactants are: [C:1]([C:3]1[CH:4]=[C:5]([CH2:9][C:10]2[N:11]=[C:12]3[S:19][C:18]([CH3:20])=[C:17]([CH:21]4[CH2:23][CH:22]4[C:24](O)=[O:25])[N:13]3[C:14](=[O:16])[CH:15]=2)[CH:6]=[CH:7][CH:8]=1)#[N:2].ClC(OC(C)C)=O.C([N:36](CC)CC)C.N.